This data is from Forward reaction prediction with 1.9M reactions from USPTO patents (1976-2016). The task is: Predict the product of the given reaction. (1) Given the reactants [CH2:1]([O:8][C:9]1[C:10]([C:23](O)=[O:24])=[N:11][CH:12]=[C:13]([O:15][CH2:16][C:17]2[CH:22]=[CH:21][CH:20]=[CH:19][CH:18]=2)[CH:14]=1)[C:2]1[CH:7]=[CH:6][CH:5]=[CH:4][CH:3]=1.Cl.[C:27]([O:31][C:32](=[O:35])[CH2:33][NH2:34])([CH3:30])([CH3:29])[CH3:28].C(N(C(C)C)CC)(C)C, predict the reaction product. The product is: [C:27]([O:31][C:32](=[O:35])[CH2:33][NH:34][C:23]([C:10]1[C:9]([O:8][CH2:1][C:2]2[CH:7]=[CH:6][CH:5]=[CH:4][CH:3]=2)=[CH:14][C:13]([O:15][CH2:16][C:17]2[CH:22]=[CH:21][CH:20]=[CH:19][CH:18]=2)=[CH:12][N:11]=1)=[O:24])([CH3:30])([CH3:29])[CH3:28]. (2) Given the reactants CC([O-])(C)C.[K+].O.[OH:8][C:9]1([C:15]2[CH:29]=[CH:28][C:18]([CH2:19][NH:20]C(=O)OC(C)(C)C)=[CH:17][CH:16]=2)[CH2:14][CH2:13][CH2:12][CH2:11][CH2:10]1, predict the reaction product. The product is: [NH2:20][CH2:19][C:18]1[CH:17]=[CH:16][C:15]([C:9]2([OH:8])[CH2:14][CH2:13][CH2:12][CH2:11][CH2:10]2)=[CH:29][CH:28]=1. (3) Given the reactants [OH:1][C:2]1[CH:7]=[C:6]([CH3:8])[C:5]([C:9]2[N:10]=[C:11]([NH:14][C:15](=[O:22])[C:16]3[CH:21]=[CH:20][N:19]=[CH:18][CH:17]=3)[S:12][CH:13]=2)=[C:4]([CH3:23])[CH:3]=1.C(=O)([O-])[O-].[Cs+].[Cs+].Br[C:31]1[CH:32]=[CH:33][C:34]([O:37]C)=[N:35][CH:36]=1, predict the reaction product. The product is: [OH:37][C:34]1[N:35]=[CH:36][C:31]([O:1][C:2]2[CH:3]=[C:4]([CH3:23])[C:5]([C:9]3[N:10]=[C:11]([NH:14][C:15](=[O:22])[C:16]4[CH:21]=[CH:20][N:19]=[CH:18][CH:17]=4)[S:12][CH:13]=3)=[C:6]([CH3:8])[CH:7]=2)=[CH:32][CH:33]=1.